This data is from Forward reaction prediction with 1.9M reactions from USPTO patents (1976-2016). The task is: Predict the product of the given reaction. (1) Given the reactants [CH:1]1([C:4]2[N:8]=[C:7]([C:9]3[C:10]4[C:18]([CH3:20])([CH3:19])[CH2:17][CH2:16][CH2:15][C:11]=4[S:12][C:13]=3[NH2:14])[O:6][N:5]=2)[CH2:3][CH2:2]1.[C:21]12[C:29](=[O:30])[O:28][C:26](=[O:27])[C:22]=1[CH2:23][CH2:24][CH2:25]2, predict the reaction product. The product is: [CH:1]1([C:4]2[N:8]=[C:7]([C:9]3[C:10]4[C:18]([CH3:20])([CH3:19])[CH2:17][CH2:16][CH2:15][C:11]=4[S:12][C:13]=3[NH:14][C:29]([C:21]3[CH2:25][CH2:24][CH2:23][C:22]=3[C:26]([OH:28])=[O:27])=[O:30])[O:6][N:5]=2)[CH2:2][CH2:3]1. (2) The product is: [C:1]([OH:11])(=[O:10])[C:2]1[C:3](=[CH:4][CH:5]=[CH:6][CH:7]=1)[OH:8]. Given the reactants [C:1]([OH:11])(=[O:10])[C:2]1[C:3]([O:8]C)=[CH:4][CH:5]=[CH:6][CH:7]=1, predict the reaction product. (3) Given the reactants Br[C:2]1[CH:3]=[CH:4][C:5](C=O)=[N:6][CH:7]=1.Br[C:11]1[CH:12]=[CH:13][C:14]([CH2:17][NH:18][C:19]2[CH:24]=[CH:23][C:22]([Cl:25])=[CH:21][CH:20]=2)=[N:15][CH:16]=1, predict the reaction product. The product is: [Cl:25][C:22]1[CH:23]=[CH:24][C:19]([NH:18][CH2:17][C:14]2[CH:13]=[CH:12][C:11]([CH2:3][C:4]3[C:2]4[C:7](=[N:6][CH:5]=[CH:4][CH:3]=4)[NH:6][CH:5]=3)=[CH:16][N:15]=2)=[CH:20][CH:21]=1. (4) Given the reactants [Br:1][C:2]1[CH:3]=[N:4][C:5](Cl)=[N:6][CH:7]=1.[OH:9][C:10]1[CH:11]=[C:12]([CH:16]2[CH2:19][C:18]3([CH2:24][CH2:23][N:22]([C:25](OC(C)(C)C)=[O:26])[CH2:21][CH2:20]3)[CH2:17]2)[CH:13]=[CH:14][CH:15]=1.C(=O)([O-])[O-].[Cs+].[Cs+].Cl.[N:39]1[CH:44]=[CH:43][CH:42]=[C:41]([NH:45]C(=O)OC2C=CC=CC=2)[N:40]=1.CCN(C(C)C)C(C)C, predict the reaction product. The product is: [Br:1][C:2]1[CH:3]=[N:4][C:5]([O:9][C:10]2[CH:11]=[C:12]([CH:16]3[CH2:17][C:18]4([CH2:20][CH2:21][N:22]([C:25]([NH:45][C:41]5[N:40]=[N:39][CH:44]=[CH:43][CH:42]=5)=[O:26])[CH2:23][CH2:24]4)[CH2:19]3)[CH:13]=[CH:14][CH:15]=2)=[N:6][CH:7]=1. (5) Given the reactants Br[C:2]1[CH:7]=[CH:6][C:5]([Cl:8])=[CH:4][N:3]=1.CN([CH:12]=[O:13])C, predict the reaction product. The product is: [Cl:8][C:5]1[CH:6]=[CH:7][C:2]([CH:12]=[O:13])=[N:3][CH:4]=1. (6) Given the reactants [Cl:1][C:2]1[CH:19]=[CH:18][C:5]([CH2:6][N:7]2[C:12]([CH3:14])([CH3:13])[CH2:11][C:10](=O)[CH2:9][C:8]2([CH3:17])[CH3:16])=[CH:4][CH:3]=1.Cl.[NH2:21][OH:22], predict the reaction product. The product is: [Cl:1][C:2]1[CH:19]=[CH:18][C:5]([CH2:6][N:7]2[C:12]([CH3:14])([CH3:13])[CH2:11][C:10](=[N:21][OH:22])[CH2:9][C:8]2([CH3:17])[CH3:16])=[CH:4][CH:3]=1. (7) The product is: [Cl:40][C:41]1[C:42]2[C:52]([F:53])=[CH:51][CH:50]=[C:49]([F:54])[C:43]=2[S:44][C:45]=1[C:46]([N:24]([CH2:23][C:5]1[CH:6]=[C:7]([C:10]2[CH:15]=[CH:14][C:13]([C:16](=[O:21])[C:17]([F:20])([F:18])[F:19])=[CH:12][CH:11]=2)[CH:8]=[CH:9][C:4]=1[O:3][CH2:1][CH3:2])[CH:25]1[CH2:30][CH2:29][CH:28]([N:31]([CH3:39])[C:32](=[O:38])[O:33][C:34]([CH3:35])([CH3:37])[CH3:36])[CH2:27][CH2:26]1)=[O:47]. Given the reactants [CH2:1]([O:3][C:4]1[CH:9]=[CH:8][C:7]([C:10]2[CH:15]=[CH:14][C:13]([C:16](O)([OH:21])[C:17]([F:20])([F:19])[F:18])=[CH:12][CH:11]=2)=[CH:6][C:5]=1[CH2:23][NH:24][CH:25]1[CH2:30][CH2:29][CH:28]([N:31]([CH3:39])[C:32](=[O:38])[O:33][C:34]([CH3:37])([CH3:36])[CH3:35])[CH2:27][CH2:26]1)[CH3:2].[Cl:40][C:41]1[C:42]2[C:52]([F:53])=[CH:51][CH:50]=[C:49]([F:54])[C:43]=2[S:44][C:45]=1[C:46](Cl)=[O:47], predict the reaction product.